Dataset: Forward reaction prediction with 1.9M reactions from USPTO patents (1976-2016). Task: Predict the product of the given reaction. (1) Given the reactants [Br:1][C:2]1[C:3]([CH2:10][CH3:11])=[C:4]([CH2:8]O)[CH:5]=[CH:6][CH:7]=1.C(Br)(Br)(Br)[Br:13].C1(P(C2C=CC=CC=2)C2C=CC=CC=2)C=CC=CC=1, predict the reaction product. The product is: [Br:1][C:2]1[CH:7]=[CH:6][CH:5]=[C:4]([CH2:8][Br:13])[C:3]=1[CH2:10][CH3:11]. (2) Given the reactants [NH:1]1[C:5]2[CH:6]=[CH:7][C:8]([C:10]([OH:12])=[O:11])=[CH:9][C:4]=2[N:3]=[CH:2]1.C[C:14]1(C)[C:18]2(CS(O)(=O)=O)[C:19](C[CH:15]1[CH2:16]C2)=[O:20], predict the reaction product. The product is: [O:20]1[CH2:19][CH2:18][CH2:14][CH2:15][CH:16]1[N:1]1[C:5]2[CH:6]=[CH:7][C:8]([C:10]([OH:12])=[O:11])=[CH:9][C:4]=2[N:3]=[CH:2]1. (3) The product is: [CH3:19][O:18][C:11]1[CH:12]=[CH:13][CH:14]=[C:15]([O:16][CH3:17])[C:10]=1[CH:2]1[N:1]([CH2:30][C:28]2[CH:27]=[CH:26][C:24]3[N:25]=[C:21]([CH3:20])[S:22][C:23]=3[CH:29]=2)[C:6](=[O:8])[CH2:5][CH2:4][CH2:3]1. Given the reactants [NH2:1][CH:2]([C:10]1[C:15]([O:16][CH3:17])=[CH:14][CH:13]=[CH:12][C:11]=1[O:18][CH3:19])[CH2:3][CH2:4][CH2:5][C:6]([O:8]C)=O.[CH3:20][C:21]1[S:22][C:23]2[CH:29]=[C:28]([CH:30]=O)[CH:27]=[CH:26][C:24]=2[N:25]=1, predict the reaction product. (4) Given the reactants Br[C:2]1[CH:3]=[C:4]2[C:9](=[CH:10][CH:11]=1)[N:8]=[CH:7][C:6]([C:12]([CH:14]1[CH2:16][CH2:15]1)=[O:13])=[C:5]2[NH:17][C:18]1[CH:19]=[N:20][N:21]([CH:23]2[CH2:28][CH2:27][N:26]([C:29]([O:31][C:32]([CH3:35])([CH3:34])[CH3:33])=[O:30])[CH2:25][CH2:24]2)[CH:22]=1.[Cl:36][C:37]1[CH:42]=[C:41](B2OC(C)(C)C(C)(C)O2)[CH:40]=[C:39]([F:52])[C:38]=1[OH:53], predict the reaction product. The product is: [Cl:36][C:37]1[CH:42]=[C:41]([C:2]2[CH:3]=[C:4]3[C:9](=[CH:10][CH:11]=2)[N:8]=[CH:7][C:6]([C:12]([CH:14]2[CH2:16][CH2:15]2)=[O:13])=[C:5]3[NH:17][C:18]2[CH:19]=[N:20][N:21]([CH:23]3[CH2:24][CH2:25][N:26]([C:29]([O:31][C:32]([CH3:35])([CH3:33])[CH3:34])=[O:30])[CH2:27][CH2:28]3)[CH:22]=2)[CH:40]=[C:39]([F:52])[C:38]=1[OH:53]. (5) Given the reactants [H-].[Na+].CN(C)C=O.[CH3:8][C:9]1[C:13]([CH3:14])=[C:12]([NH:15][S:16]([C:19]2[S:20][C:21]([CH3:24])=[CH:22][CH:23]=2)(=[O:18])=[O:17])[O:11][N:10]=1.Cl[CH2:26][O:27][CH2:28][CH2:29][Si:30]([CH3:33])([CH3:32])[CH3:31], predict the reaction product. The product is: [CH3:8][C:9]1[C:13]([CH3:14])=[C:12]([N:15]([CH2:26][O:27][CH2:28][CH2:29][Si:30]([CH3:33])([CH3:32])[CH3:31])[S:16]([C:19]2[S:20][C:21]([CH3:24])=[CH:22][CH:23]=2)(=[O:17])=[O:18])[O:11][N:10]=1. (6) Given the reactants C1(=O)OC(=O)CCCC1.[CH2:10]=[CH:11][CH2:12][CH2:13][CH2:14][CH2:15][CH2:16][CH3:17].O=O.[CH2:20]([CH:28]1[CH2:35][CH2:34][CH2:33][C:32](=[O:36])[O:31][C:29]1=[O:30])[CH2:21][CH2:22][CH2:23][CH2:24][CH2:25][CH2:26][CH3:27], predict the reaction product. The product is: [CH2:20]([CH:28]1[CH2:35][CH2:34][CH:33]([CH2:10][CH2:11][CH2:12][CH2:13][CH2:14][CH2:15][CH2:16][CH3:17])[C:32](=[O:36])[O:31][C:29]1=[O:30])[CH2:21][CH2:22][CH2:23][CH2:24][CH2:25][CH2:26][CH3:27]. (7) The product is: [CH3:21][O:20][N:19]([CH3:18])[C:7]([C:6]1[N:2]([CH3:1])[CH:3]=[N:4][CH:5]=1)=[O:9]. Given the reactants [CH3:1][N:2]1[C:6]([C:7]([OH:9])=O)=[CH:5][N:4]=[CH:3]1.C(N(CC)CC)C.Cl.[CH3:18][NH:19][O:20][CH3:21].C(P1(=O)OP(CCC)(=O)OP(CCC)(=O)O1)CC, predict the reaction product. (8) Given the reactants [Cl:1][C:2]1[N:3]=[C:4]2[CH:9]=[CH:8][C:7]([C:10]3[CH:11]=[N:12][CH:13]=[N:14][CH:15]=3)=[N:6][N:5]2[C:16]=1[C:17]1[CH:22]=[C:21](Cl)[N:20]=[C:19]([CH3:24])[N:18]=1.[NH3:25].CO, predict the reaction product. The product is: [Cl:1][C:2]1[N:3]=[C:4]2[CH:9]=[CH:8][C:7]([C:10]3[CH:11]=[N:12][CH:13]=[N:14][CH:15]=3)=[N:6][N:5]2[C:16]=1[C:17]1[N:18]=[C:19]([CH3:24])[N:20]=[C:21]([NH2:25])[CH:22]=1.